Dataset: Peptide-MHC class I binding affinity with 185,985 pairs from IEDB/IMGT. Task: Regression. Given a peptide amino acid sequence and an MHC pseudo amino acid sequence, predict their binding affinity value. This is MHC class I binding data. (1) The binding affinity (normalized) is 0.418. The MHC is HLA-A02:16 with pseudo-sequence HLA-A02:16. The peptide sequence is KIYKSILFQ. (2) The peptide sequence is LTQRRTTPR. The MHC is HLA-A11:01 with pseudo-sequence HLA-A11:01. The binding affinity (normalized) is 0.633. (3) The peptide sequence is LTHFNNNENV. The MHC is HLA-A02:06 with pseudo-sequence HLA-A02:06. The binding affinity (normalized) is 0.362. (4) The peptide sequence is TIHLATAPK. The MHC is HLA-A03:01 with pseudo-sequence HLA-A03:01. The binding affinity (normalized) is 0.695. (5) The peptide sequence is PTELKETLL. The MHC is HLA-A02:01 with pseudo-sequence HLA-A02:01. The binding affinity (normalized) is 0. (6) The MHC is HLA-B15:17 with pseudo-sequence HLA-B15:17. The binding affinity (normalized) is 0.0847. The peptide sequence is AEMVAKYDL. (7) The peptide sequence is EISSNDNAKI. The binding affinity (normalized) is 0.138. The MHC is HLA-A02:02 with pseudo-sequence HLA-A02:02.